From a dataset of NCI-60 drug combinations with 297,098 pairs across 59 cell lines. Regression. Given two drug SMILES strings and cell line genomic features, predict the synergy score measuring deviation from expected non-interaction effect. (1) Drug 1: CC1=C2C(C(=O)C3(C(CC4C(C3C(C(C2(C)C)(CC1OC(=O)C(C(C5=CC=CC=C5)NC(=O)OC(C)(C)C)O)O)OC(=O)C6=CC=CC=C6)(CO4)OC(=O)C)OC)C)OC. Drug 2: CC1CCC2CC(C(=CC=CC=CC(CC(C(=O)C(C(C(=CC(C(=O)CC(OC(=O)C3CCCCN3C(=O)C(=O)C1(O2)O)C(C)CC4CCC(C(C4)OC)OCCO)C)C)O)OC)C)C)C)OC. Cell line: HCT116. Synergy scores: CSS=61.4, Synergy_ZIP=2.94, Synergy_Bliss=3.87, Synergy_Loewe=4.85, Synergy_HSA=6.64. (2) Drug 1: CN(CC1=CN=C2C(=N1)C(=NC(=N2)N)N)C3=CC=C(C=C3)C(=O)NC(CCC(=O)O)C(=O)O. Drug 2: C1CN(CCN1C(=O)CCBr)C(=O)CCBr. Cell line: SF-295. Synergy scores: CSS=56.3, Synergy_ZIP=6.28, Synergy_Bliss=7.55, Synergy_Loewe=4.58, Synergy_HSA=10.0. (3) Drug 1: CC1C(C(CC(O1)OC2CC(OC(C2O)C)OC3=CC4=CC5=C(C(=O)C(C(C5)C(C(=O)C(C(C)O)O)OC)OC6CC(C(C(O6)C)O)OC7CC(C(C(O7)C)O)OC8CC(C(C(O8)C)O)(C)O)C(=C4C(=C3C)O)O)O)O. Drug 2: C1=CC=C(C(=C1)C(C2=CC=C(C=C2)Cl)C(Cl)Cl)Cl. Cell line: LOX IMVI. Synergy scores: CSS=62.3, Synergy_ZIP=3.41, Synergy_Bliss=6.18, Synergy_Loewe=-32.0, Synergy_HSA=1.57.